This data is from Reaction yield outcomes from USPTO patents with 853,638 reactions. The task is: Predict the reaction yield, written as a fraction of the theoretical maximum amount of product (1.0 means a 100% yield; for example, 0.34 means a 34% yield). (1) The yield is 0.256. The reactants are [Br:1][C:2]1[CH:3]=[C:4]2[C@@:15]3([N:20]=[C:19]([NH2:21])[CH2:18][O:17][CH2:16]3)[C:14]3[C:9](=[CH:10][CH:11]=[C:12](I)[CH:13]=3)[O:8][C:5]2=[N:6][CH:7]=1.C(NC(C)C)(C)C.[CH3:30][C:31]([CH3:35])([CH3:34])[C:32]#[CH:33].CN(C=O)C. The product is [Br:1][C:2]1[CH:3]=[C:4]2[C@@:15]3([N:20]=[C:19]([NH2:21])[CH2:18][O:17][CH2:16]3)[C:14]3[C:9](=[CH:10][CH:11]=[C:12]([C:33]#[C:32][C:31]([CH3:35])([CH3:34])[CH3:30])[CH:13]=3)[O:8][C:5]2=[N:6][CH:7]=1. The catalyst is CC1OCCC1.C1C=CC([P]([Pd]([P](C2C=CC=CC=2)(C2C=CC=CC=2)C2C=CC=CC=2)([P](C2C=CC=CC=2)(C2C=CC=CC=2)C2C=CC=CC=2)[P](C2C=CC=CC=2)(C2C=CC=CC=2)C2C=CC=CC=2)(C2C=CC=CC=2)C2C=CC=CC=2)=CC=1.[Cu]I. (2) The reactants are C(OC([NH:8][CH2:9][CH2:10][S:11][C:12]1[C:13]([C:20]([O:22][CH2:23][CH3:24])=[O:21])=[N:14][C:15]([O:18][CH3:19])=[N:16][CH:17]=1)=O)(C)(C)C.C(O)(C(F)(F)F)=O. The catalyst is O1CCOCC1. The product is [NH2:8][CH2:9][CH2:10][S:11][C:12]1[C:13]([C:20]([O:22][CH2:23][CH3:24])=[O:21])=[N:14][C:15]([O:18][CH3:19])=[N:16][CH:17]=1. The yield is 0.990. (3) The reactants are [NH2:1][C:2]1[CH:3]=[CH:4][C:5]([Cl:17])=[C:6]([CH2:8][CH2:9][C:10]([N:12]([CH2:15][CH3:16])[CH2:13][CH3:14])=O)[CH:7]=1.B.O1CCCC1.Cl. The catalyst is O1CCCC1. The product is [Cl:17][C:5]1[CH:4]=[CH:3][C:2]([NH2:1])=[CH:7][C:6]=1[CH2:8][CH2:9][CH2:10][N:12]([CH2:15][CH3:16])[CH2:13][CH3:14]. The yield is 0.880. (4) The reactants are [Cl:1][C:2]1[CH:3]=[C:4]2[C:8](=[C:9]([NH:11][CH:12]3[CH2:16][CH2:15][CH2:14][CH2:13]3)[CH:10]=1)[NH:7][C:6]([C:17]1[S:18][CH2:19][C@@H:20]([CH2:22][CH2:23][N:24]3[CH2:29][CH2:28][N:27](C(OC(C)(C)C)=O)[CH2:26][CH2:25]3)[N:21]=1)=[CH:5]2.C(OC(=O)C)C.Cl. The catalyst is ClCCl. The product is [Cl:1][C:2]1[CH:3]=[C:4]2[C:8](=[C:9]([NH:11][CH:12]3[CH2:16][CH2:15][CH2:14][CH2:13]3)[CH:10]=1)[NH:7][C:6]([C:17]1[S:18][CH2:19][C@@H:20]([CH2:22][CH2:23][N:24]3[CH2:29][CH2:28][NH:27][CH2:26][CH2:25]3)[N:21]=1)=[CH:5]2. The yield is 0.550. (5) The catalyst is C1(C)C=CC=CC=1.CCO.CCOC(C)=O.C1C=CC([P]([Pd]([P](C2C=CC=CC=2)(C2C=CC=CC=2)C2C=CC=CC=2)([P](C2C=CC=CC=2)(C2C=CC=CC=2)C2C=CC=CC=2)[P](C2C=CC=CC=2)(C2C=CC=CC=2)C2C=CC=CC=2)(C2C=CC=CC=2)C2C=CC=CC=2)=CC=1. The yield is 0.930. The product is [C:1]([O:5][C:6]([N:8]1[CH2:13][C:12]([C:25]2[CH:26]=[C:27]([CH:30]3[CH2:35][CH2:34][N:33]([C:36](=[O:38])[CH3:37])[CH2:32][CH2:31]3)[CH:28]=[CH:29][C:24]=2[NH2:23])=[CH:11][CH2:10][CH2:9]1)=[O:7])([CH3:2])([CH3:3])[CH3:4]. The reactants are [C:1]([O:5][C:6]([N:8]1[CH2:13][C:12](B2OC(C)(C)C(C)(C)O2)=[CH:11][CH2:10][CH2:9]1)=[O:7])([CH3:4])([CH3:3])[CH3:2].[NH2:23][C:24]1[CH:29]=[CH:28][C:27]([CH:30]2[CH2:35][CH2:34][N:33]([C:36](=[O:38])[CH3:37])[CH2:32][CH2:31]2)=[CH:26][C:25]=1Br.C([O-])([O-])=O.[Na+].[Na+]. (6) The reactants are [F:1][C:2]1[CH:7]=[CH:6][C:5]([F:8])=[CH:4][C:3]=1[C:9]1[N:13]=[C:12]([C@H:14]([NH:19][CH2:20][C@H:21]2[C@@H:25]([F:26])[CH2:24][N:23]([C:27]([O:29][CH2:30][C:31]3[CH:36]=[CH:35][CH:34]=[CH:33][CH:32]=3)=[O:28])[CH2:22]2)[C:15]([CH3:18])([CH3:17])[CH3:16])[N:11]([CH2:37][C:38]2[CH:43]=[CH:42][CH:41]=[C:40](F)[CH:39]=2)[N:10]=1.C(N(CC)CC)C.C(Cl)(Cl)=[O:53].C1(C)C=CC=CC=1.C(N1C([C@H:75]([N:80]([CH2:84][C@H:85]2[C@@H:89](F)CN(C(OCC3C=CC=CC=3)=O)C2)[C:81](Cl)=[O:82])[C:76](C)(C)[CH3:77])=NC(C2C=C(F)C=CC=2F)=N1)C1C=CC=CC=1.CC1OC(C)CNC1. The catalyst is ClCCl. The product is [CH2:37]([N:11]1[C:12]([C@H:14]([N:19]([CH2:20][C@H:21]2[C@@H:25]([F:26])[CH2:24][N:23]([C:27]([O:29][CH2:30][C:31]3[CH:36]=[CH:35][CH:34]=[CH:33][CH:32]=3)=[O:28])[CH2:22]2)[C:81]([N:80]2[CH2:84][C@@H:85]([CH3:89])[O:53][C@@H:76]([CH3:77])[CH2:75]2)=[O:82])[C:15]([CH3:18])([CH3:16])[CH3:17])=[N:13][C:9]([C:3]2[CH:4]=[C:5]([F:8])[CH:6]=[CH:7][C:2]=2[F:1])=[N:10]1)[C:38]1[CH:39]=[CH:40][CH:41]=[CH:42][CH:43]=1. The yield is 0.667.